Dataset: Catalyst prediction with 721,799 reactions and 888 catalyst types from USPTO. Task: Predict which catalyst facilitates the given reaction. (1) Reactant: Br[C:2]1[CH:21]=[CH:20][C:5]([CH2:6][O:7][C@@H:8]2[CH2:13][O:12][C:11]3=[N:14][C:15]([N+:17]([O-:19])=[O:18])=[CH:16][N:10]3[CH2:9]2)=[C:4]([F:22])[CH:3]=1.[B:23]1([B:23]2[O:27][C:26]([CH3:29])([CH3:28])[C:25]([CH3:31])([CH3:30])[O:24]2)[O:27][C:26]([CH3:29])([CH3:28])[C:25]([CH3:31])([CH3:30])[O:24]1.CC([O-])=O.[K+]. Product: [F:22][C:4]1[CH:3]=[C:2]([B:23]2[O:27][C:26]([CH3:29])([CH3:28])[C:25]([CH3:31])([CH3:30])[O:24]2)[CH:21]=[CH:20][C:5]=1[CH2:6][O:7][C@@H:8]1[CH2:13][O:12][C:11]2=[N:14][C:15]([N+:17]([O-:19])=[O:18])=[CH:16][N:10]2[CH2:9]1. The catalyst class is: 418. (2) Reactant: [NH:1]1[C:9]2[C:4](=[CH:5][C:6]([NH:10][CH:11]3[CH2:16][CH2:15][C:14](=O)[CH2:13][CH2:12]3)=[CH:7][CH:8]=2)[CH:3]=[N:2]1.[CH2:18]([NH2:20])[CH3:19].C(O[BH-](OC(=O)C)OC(=O)C)(=O)C.[Na+].Cl.CO. Product: [CH2:18]([NH:20][CH:14]1[CH2:15][CH2:16][CH:11]([NH:10][C:6]2[CH:5]=[C:4]3[C:9](=[CH:8][CH:7]=2)[NH:1][N:2]=[CH:3]3)[CH2:12][CH2:13]1)[CH3:19]. The catalyst class is: 5.